This data is from Catalyst prediction with 721,799 reactions and 888 catalyst types from USPTO. The task is: Predict which catalyst facilitates the given reaction. (1) Reactant: [C@@H:1]1([O:12][C:13]2[C:17]([CH2:18][C:19]3[CH:24]=[CH:23][C:22]([O:25][CH3:26])=[CH:21][CH:20]=3)=[C:16]([CH3:27])[N:15]([C:28]3[CH:33]=[CH:32][CH:31]=[CH:30][CH:29]=3)[N:14]=2)[O:9][C@H:8]([CH2:10][OH:11])[C@@H:6]([OH:7])[C@H:4]([OH:5])[C@H:2]1[OH:3].CC1C=CC=C(C)N=1.Cl[C:43]([O:45][CH2:46][CH3:47])=[O:44].C(O)(=O)CC(CC(O)=O)(C(O)=O)O. Product: [CH2:46]([O:45][C:43]([O:11][CH2:10][C@H:8]1[O:9][C@@H:1]([O:12][C:13]2[C:17]([CH2:18][C:19]3[CH:24]=[CH:23][C:22]([O:25][CH3:26])=[CH:21][CH:20]=3)=[C:16]([CH3:27])[N:15]([C:28]3[CH:33]=[CH:32][CH:31]=[CH:30][CH:29]=3)[N:14]=2)[C@H:2]([OH:3])[C@@H:4]([OH:5])[C@@H:6]1[OH:7])=[O:44])[CH3:47]. The catalyst class is: 10. (2) Reactant: [Cl:1][C:2]1[CH:19]=[CH:18][CH:17]=[C:16]([F:20])[C:3]=1[C:4]([NH:6][C:7]1[CH:15]=[C:14]2[C:10]([CH:11]=[N:12][NH:13]2)=[CH:9][CH:8]=1)=[O:5].[OH-].[K+].[I:23]I. Product: [Cl:1][C:2]1[CH:19]=[CH:18][CH:17]=[C:16]([F:20])[C:3]=1[C:4]([NH:6][C:7]1[CH:15]=[C:14]2[C:10]([C:11]([I:23])=[N:12][NH:13]2)=[CH:9][CH:8]=1)=[O:5]. The catalyst class is: 38. (3) Reactant: [F:1][C:2]([F:21])([C:6]1[CH:11]=[CH:10][CH:9]=[C:8]([O:12][CH2:13][CH2:14][N:15]2[CH2:20][CH2:19][O:18][CH2:17][CH2:16]2)[CH:7]=1)[C:3]([OH:5])=O.[ClH:22].[NH2:23][CH2:24][C:25]1[CH:26]=[C:27]2[C:31](=[CH:32][CH:33]=1)[C:30](=[O:34])[N:29]([CH:35]1[CH2:40][CH2:39][C:38](=[O:41])[NH:37][C:36]1=[O:42])[CH2:28]2.C(N(CC)C(C)C)(C)C.F[P-](F)(F)(F)(F)F.CN(C(N(C)C)=[N+]1C2C(=NC=CC=2)[N+]([O-])=N1)C. Product: [ClH:22].[O:42]=[C:36]1[CH:35]([N:29]2[CH2:28][C:27]3[C:31](=[CH:32][CH:33]=[C:25]([CH2:24][NH:23][C:3](=[O:5])[C:2]([F:1])([F:21])[C:6]4[CH:11]=[CH:10][CH:9]=[C:8]([O:12][CH2:13][CH2:14][N:15]5[CH2:20][CH2:19][O:18][CH2:17][CH2:16]5)[CH:7]=4)[CH:26]=3)[C:30]2=[O:34])[CH2:40][CH2:39][C:38](=[O:41])[NH:37]1. The catalyst class is: 35. (4) Reactant: [CH2:1]([O:8][C:9]([NH:11][C:12]1[CH:20]=[CH:19][C:18]([OH:21])=[CH:17][C:13]=1[C:14]([OH:16])=[O:15])=[O:10])[C:2]1[CH:7]=[CH:6][CH:5]=[CH:4][CH:3]=1.[C:22](OC(=O)C)(=[O:24])[CH3:23]. Product: [C:22]([O:21][C:18]1[CH:19]=[CH:20][C:12]([NH:11][C:9]([O:8][CH2:1][C:2]2[CH:3]=[CH:4][CH:5]=[CH:6][CH:7]=2)=[O:10])=[C:13]([CH:17]=1)[C:14]([OH:16])=[O:15])(=[O:24])[CH3:23]. The catalyst class is: 17. (5) The catalyst class is: 204. Product: [F:8][C:7]1[CH:6]=[CH:5][C:4]([C:9]([N:11]2[CH2:16][CH2:15][N:14]3[CH2:17][CH2:18][CH2:19][C@@H:13]3[CH2:12]2)=[O:10])=[CH:3][C:2]=1[NH:1][S:34]([C:30]1[CH:31]=[CH:32][CH:33]=[C:28]([C:27]([F:26])([F:38])[F:39])[CH:29]=1)(=[O:36])=[O:35]. Reactant: [NH2:1][C:2]1[CH:3]=[C:4]([C:9]([N:11]2[CH2:16][CH2:15][N:14]3[CH2:17][CH2:18][CH2:19][C@@H:13]3[CH2:12]2)=[O:10])[CH:5]=[CH:6][C:7]=1[F:8].C(=O)([O-])[O-].[Na+].[Na+].[F:26][C:27]([F:39])([F:38])[C:28]1[CH:29]=[C:30]([S:34](Cl)(=[O:36])=[O:35])[CH:31]=[CH:32][CH:33]=1.C(OCC)(=O)C. (6) Reactant: Br[C:2]1[CH:3]=[CH:4][C:5]2[O:14][CH2:13][CH2:12][N:11]3[C:7](=[N:8][C:9]([C:15]4[C:20]([CH3:21])=[CH:19][CH:18]=[CH:17][N:16]=4)=[CH:10]3)[C:6]=2[CH:22]=1.[CH:23]([N:26]1[CH2:31][CH2:30][CH:29]([SH:32])[CH2:28][CH2:27]1)([CH3:25])[CH3:24].CC1(C)C2C(=C(P(C3C=CC=CC=3)C3C=CC=CC=3)C=CC=2)OC2C(P(C3C=CC=CC=3)C3C=CC=CC=3)=CC=CC1=2.CCN(C(C)C)C(C)C. Product: [CH:23]([N:26]1[CH2:31][CH2:30][CH:29]([S:32][C:2]2[CH:3]=[CH:4][C:5]3[O:14][CH2:13][CH2:12][N:11]4[C:7](=[N:8][C:9]([C:15]5[C:20]([CH3:21])=[CH:19][CH:18]=[CH:17][N:16]=5)=[CH:10]4)[C:6]=3[CH:22]=2)[CH2:28][CH2:27]1)([CH3:25])[CH3:24]. The catalyst class is: 62.